Dataset: Full USPTO retrosynthesis dataset with 1.9M reactions from patents (1976-2016). Task: Predict the reactants needed to synthesize the given product. (1) Given the product [NH:1]1[C:9]2[C:4](=[CH:5][CH:6]=[CH:7][CH:8]=2)[CH:3]=[C:2]1[C:10]([NH2:17])=[O:12], predict the reactants needed to synthesize it. The reactants are: [NH:1]1[C:9]2[C:4](=[CH:5][CH:6]=[CH:7][CH:8]=2)[CH:3]=[C:2]1[C:10]([OH:12])=O.S(Cl)(Cl)=O.[NH3:17]. (2) The reactants are: [C@@H:1]1([C:8]([O:10]C)=[O:9])[CH2:3][C@@H:2]1[C:4]([O:6][CH3:7])=[O:5].[OH-].[K+]. Given the product [CH3:7][O:6][C:4]([C@H:2]1[CH2:3][C@H:1]1[C:8]([OH:10])=[O:9])=[O:5], predict the reactants needed to synthesize it. (3) Given the product [CH2:26]([N:3]([CH2:1][CH3:2])[C:4](=[O:25])[CH2:5][C:6]1[C:7]([C:17]2[CH:22]=[CH:21][C:20]([O:23][CH3:28])=[C:19]([I:24])[CH:18]=2)=[N:8][N:9]2[C:14]([CH3:15])=[CH:13][C:12]([CH3:16])=[N:11][C:10]=12)[CH3:27], predict the reactants needed to synthesize it. The reactants are: [CH2:1]([N:3]([CH2:26][CH3:27])[C:4](=[O:25])[CH2:5][C:6]1[C:7]([C:17]2[CH:22]=[CH:21][C:20]([OH:23])=[C:19]([I:24])[CH:18]=2)=[N:8][N:9]2[C:14]([CH3:15])=[CH:13][C:12]([CH3:16])=[N:11][C:10]=12)[CH3:2].[C:28]([O-])([O-])=O.[K+].[K+].CI.